This data is from Catalyst prediction with 721,799 reactions and 888 catalyst types from USPTO. The task is: Predict which catalyst facilitates the given reaction. Reactant: C[O:2][C:3](=[O:36])[CH2:4][O:5][C:6]1[CH:15]=[CH:14][C:13]([Cl:16])=[C:12]2[C:7]=1[C:8]([O:32][CH:33]([F:35])[F:34])=[C:9]([CH2:19][C:20]1[CH:25]=[CH:24][C:23]([C:26](=[O:31])[C:27]([CH3:30])([CH3:29])[CH3:28])=[CH:22][CH:21]=1)[C:10]([CH2:17][CH3:18])=[N:11]2.[OH-].[Li+]. Product: [Cl:16][C:13]1[CH:14]=[CH:15][C:6]([O:5][CH2:4][C:3]([OH:36])=[O:2])=[C:7]2[C:12]=1[N:11]=[C:10]([CH2:17][CH3:18])[C:9]([CH2:19][C:20]1[CH:21]=[CH:22][C:23]([C:26](=[O:31])[C:27]([CH3:30])([CH3:28])[CH3:29])=[CH:24][CH:25]=1)=[C:8]2[O:32][CH:33]([F:35])[F:34]. The catalyst class is: 7.